From a dataset of Reaction yield outcomes from USPTO patents with 853,638 reactions. Predict the reaction yield, written as a fraction of the theoretical maximum amount of product (1.0 means a 100% yield; for example, 0.34 means a 34% yield). The reactants are [NH:1]1[CH2:5][CH2:4][C:3]2([CH2:10][CH:9]3[CH2:11][N:6]2[CH2:7][CH2:8]3)[CH2:2]1.Br[C:13]1[CH:14]=[N:15][CH:16]=[CH:17][CH:18]=1.CC(C)([O-])C.[K+]. The catalyst is C1(C)C=CC=CC=1.C1C=CC(/C=C/C(/C=C/C2C=CC=CC=2)=O)=CC=1.C1C=CC(/C=C/C(/C=C/C2C=CC=CC=2)=O)=CC=1.C1C=CC(/C=C/C(/C=C/C2C=CC=CC=2)=O)=CC=1.[Pd].[Pd].C1(P(C2C=CC=CC=2)C2C=CC3C(=CC=CC=3)C=2C2C3C(=CC=CC=3)C=CC=2P(C2C=CC=CC=2)C2C=CC=CC=2)C=CC=CC=1. The product is [N:15]1[CH:16]=[CH:17][CH:18]=[C:13]([N:1]2[CH2:5][CH2:4][C:3]3([CH2:10][CH:9]4[CH2:11][N:6]3[CH2:7][CH2:8]4)[CH2:2]2)[CH:14]=1. The yield is 0.790.